This data is from Choline transporter screen with 302,306 compounds. The task is: Binary Classification. Given a drug SMILES string, predict its activity (active/inactive) in a high-throughput screening assay against a specified biological target. (1) The result is 0 (inactive). The drug is O(CC(=O)N1CCc2c(C1)cccc2)C(=O)c1cc(N(C)C)ccc1. (2) The compound is Brc1cc2n3c(s\c(c3=O)=C/c3oc(c4cc(c(Cl)cc4)C(O)=O)cc3)nc2cc1. The result is 0 (inactive). (3) The molecule is OC1CC2C(C1)C=CCCCC(OC(=O)C=CC2O)C. The result is 1 (active).